This data is from Full USPTO retrosynthesis dataset with 1.9M reactions from patents (1976-2016). The task is: Predict the reactants needed to synthesize the given product. (1) Given the product [CH3:23][C:20]([O:19][C:17]([N:14]1[CH2:13][CH2:12][CH:11]([N:4]2[CH2:5][CH:6]([C:7]([OH:9])=[O:8])[N:2]([CH3:1])[C:3]2=[O:24])[CH2:16][CH2:15]1)=[O:18])([CH3:21])[CH3:22], predict the reactants needed to synthesize it. The reactants are: [CH3:1][N:2]1[CH:6]([C:7]([O:9]C)=[O:8])[CH2:5][N:4]([CH:11]2[CH2:16][CH2:15][N:14]([C:17]([O:19][C:20]([CH3:23])([CH3:22])[CH3:21])=[O:18])[CH2:13][CH2:12]2)[C:3]1=[O:24].[OH-].[Li+].Cl. (2) Given the product [CH2:32]([O:34][C:35](=[O:36])[CH2:37][CH2:38][C:39]1[CH:44]=[CH:43][C:42]([N:12]2[CH:13]=[CH:14][CH:15]=[C:10]([C:7]3[CH:8]=[CH:9][C:4]([N+:1]([O-:3])=[O:2])=[CH:5][CH:6]=3)[C:11]2=[O:16])=[CH:41][CH:40]=1)[CH3:33], predict the reactants needed to synthesize it. The reactants are: [N+:1]([C:4]1[CH:9]=[CH:8][C:7]([C:10]2[C:11](=[O:16])[NH:12][CH:13]=[CH:14][CH:15]=2)=[CH:6][CH:5]=1)([O-:3])=[O:2].C(N(C(C)C)CC)(C)C.N1C=CC=CC=1.[CH2:32]([O:34][C:35]([CH2:37][CH2:38][C:39]1[CH:44]=[CH:43][C:42](B(O)O)=[CH:41][CH:40]=1)=[O:36])[CH3:33]. (3) Given the product [C:1]([C:4]1[CH:5]=[C:6]([Cl:20])[N:7]2[CH2:12][CH2:11][N:10]([C:13]([O:15][C:16]([CH3:19])([CH3:18])[CH3:17])=[O:14])[CH2:9][C:8]=12)(=[O:3])[NH2:2], predict the reactants needed to synthesize it. The reactants are: [C:1]([C:4]1[CH:5]=[CH:6][N:7]2[CH2:12][CH2:11][N:10]([C:13]([O:15][C:16]([CH3:19])([CH3:18])[CH3:17])=[O:14])[CH2:9][C:8]=12)(=[O:3])[NH2:2].[Cl:20]N1C(=O)CCC1=O.O. (4) Given the product [CH:1]1([N:7]([C:36](=[O:37])[C:35]2[C:34]([F:33])=[CH:42][CH:41]=[CH:40][C:39]=2[F:43])[C:8]([N:9]([C:11]2[CH:16]=[CH:15][C:14]([S:17][C:18]([F:19])([F:20])[F:21])=[CH:13][C:12]=2[F:22])[CH3:10])=[O:23])[CH2:6][CH2:5][CH2:4][CH2:3][CH2:2]1, predict the reactants needed to synthesize it. The reactants are: [CH:1]1([NH:7][C:8](=[O:23])[N:9]([C:11]2[CH:16]=[CH:15][C:14]([S:17][C:18]([F:21])([F:20])[F:19])=[CH:13][C:12]=2[F:22])[CH3:10])[CH2:6][CH2:5][CH2:4][CH2:3][CH2:2]1.C(N(C(C)C)CC)(C)C.[F:33][C:34]1[CH:42]=[CH:41][CH:40]=[C:39]([F:43])[C:35]=1[C:36](Cl)=[O:37].C(OCC)(=O)C. (5) Given the product [NH2:1][C:2]1[N:7]=[C:6]([O:8][CH3:9])[C:5]([C:10]2[N:14]([CH:15]([CH3:17])[CH3:16])[C:13]3[CH:18]([C:39]4[CH:40]=[CH:41][C:42]([C:43]#[N:44])=[CH:45][CH:46]=4)[N:19]([C:22]4[C:23](=[O:38])[NH:24][CH:25]=[C:26]([Cl:28])[CH:27]=4)[C:20](=[O:21])[C:12]=3[CH:11]=2)=[CH:4][N:3]=1, predict the reactants needed to synthesize it. The reactants are: [NH2:1][C:2]1[N:7]=[C:6]([O:8][CH3:9])[C:5]([C:10]2[N:14]([CH:15]([CH3:17])[CH3:16])[C:13]3[CH:18]([C:39]4[CH:46]=[CH:45][C:42]([C:43]#[N:44])=[CH:41][CH:40]=4)[N:19]([C:22]4[C:23](=[O:38])[N:24](CC5C=CC(OC)=CC=5)[CH:25]=[C:26]([Cl:28])[CH:27]=4)[C:20](=[O:21])[C:12]=3[CH:11]=2)=[CH:4][N:3]=1.